This data is from Catalyst prediction with 721,799 reactions and 888 catalyst types from USPTO. The task is: Predict which catalyst facilitates the given reaction. (1) Reactant: [CH:1]([S:4][C:5]1[CH:12]=[CH:11][C:10]([N+:13]([O-:15])=[O:14])=[CH:9][C:6]=1[CH:7]=O)([CH3:3])[CH3:2].[C:16]1([CH3:25])[CH:21]=[CH:20][C:19]([S@@:22]([NH2:24])=[O:23])=[CH:18][CH:17]=1. Product: [CH:1]([S:4][C:5]1[CH:12]=[CH:11][C:10]([N+:13]([O-:15])=[O:14])=[CH:9][C:6]=1/[CH:7]=[N:24]/[S@:22]([C:19]1[CH:20]=[CH:21][C:16]([CH3:25])=[CH:17][CH:18]=1)=[O:23])([CH3:3])[CH3:2]. The catalyst class is: 2. (2) Reactant: [NH:1]1[CH2:6][CH2:5][CH:4]([C:7]2[CH:12]=[CH:11][CH:10]=[C:9]([C:13]([F:16])([F:15])[F:14])[C:8]=2[OH:17])[CH2:3][CH2:2]1.C(=O)([O-])[O-].[K+].[K+].I[CH2:25][CH3:26]. Product: [CH2:25]([N:1]1[CH2:6][CH2:5][CH:4]([C:7]2[CH:12]=[CH:11][CH:10]=[C:9]([C:13]([F:15])([F:16])[F:14])[C:8]=2[OH:17])[CH2:3][CH2:2]1)[CH3:26]. The catalyst class is: 10. (3) The catalyst class is: 74. Reactant: OO.[Cl:3][C:4]1[CH:5]=[CH:6][C:7]([O:31][CH3:32])=[C:8]([CH:30]=1)[C:9]([NH:11][CH2:12][CH2:13][CH:14]1[CH2:19][CH2:18][N:17]([S:20]([NH:23][C:24]([NH:26][CH:27]2[CH2:29][CH2:28]2)=S)(=[O:22])=[O:21])[CH2:16][CH2:15]1)=[O:10].S([O-])([O-])=[O:34].[Na+].[Na+].Cl. Product: [Cl:3][C:4]1[CH:5]=[CH:6][C:7]([O:31][CH3:32])=[C:8]([CH:30]=1)[C:9]([NH:11][CH2:12][CH2:13][CH:14]1[CH2:19][CH2:18][N:17]([S:20]([NH:23][C:24]([NH:26][CH:27]2[CH2:29][CH2:28]2)=[O:34])(=[O:22])=[O:21])[CH2:16][CH2:15]1)=[O:10].